Dataset: Reaction yield outcomes from USPTO patents with 853,638 reactions. Task: Predict the reaction yield, written as a fraction of the theoretical maximum amount of product (1.0 means a 100% yield; for example, 0.34 means a 34% yield). (1) The reactants are C([N:8]1[C:20]2[CH:19]=[CH:18][C:17]([CH2:21][O:22][CH2:23][CH2:24][CH2:25][CH2:26][CH2:27][CH2:28][O:29][CH2:30][C:31]3[CH:36]=[CH:35][C:34]([N:37]([C:44]4[CH:49]=[CH:48][CH:47]=[CH:46][CH:45]=4)[C:38]4[CH:43]=[CH:42][CH:41]=[CH:40][CH:39]=4)=[CH:33][CH:32]=3)=[CH:16][C:15]=2[C:14]2[C:9]1=[CH:10][CH:11]=[CH:12][CH:13]=2)C1C=CC=CC=1.C(O[K])(C)(C)C. The catalyst is CS(C)=O. The product is [CH:19]1[C:20]2[NH:8][C:9]3[C:14](=[CH:13][CH:12]=[CH:11][CH:10]=3)[C:15]=2[CH:16]=[C:17]([CH2:21][O:22][CH2:23][CH2:24][CH2:25][CH2:26][CH2:27][CH2:28][O:29][CH2:30][C:31]2[CH:32]=[CH:33][C:34]([N:37]([C:38]3[CH:43]=[CH:42][CH:41]=[CH:40][CH:39]=3)[C:44]3[CH:49]=[CH:48][CH:47]=[CH:46][CH:45]=3)=[CH:35][CH:36]=2)[CH:18]=1. The yield is 0.850. (2) The reactants are [CH3:1][C:2]1[C:3]([N+:13]([O-])=O)=[C:4]2[C:9](=[CH:10][CH:11]=1)[C:8](=[O:12])[NH:7][CH:6]=[CH:5]2. The product is [NH2:13][C:3]1[C:2]([CH3:1])=[CH:11][CH:10]=[C:9]2[C:4]=1[CH:5]=[CH:6][NH:7][C:8]2=[O:12]. The yield is 0.640. The catalyst is C(O)(=O)C.CN(C=O)C. (3) The reactants are [CH3:1][N:2]1[C@@H:19]2[CH2:20][C:7]3[CH:8]=[CH:9][C:10]([O:22]C)=[C:11]4[O:12][C@H:13]5[C:14]([CH2:16][CH2:17][C@:18]2([OH:21])[C@:5]5([C:6]=34)[CH2:4][CH2:3]1)=[O:15].Cl.B(Br)(Br)Br.O. The catalyst is C(Cl)Cl. The product is [CH3:1][N:2]1[C@@H:19]2[CH2:20][C:7]3=[CH:8][CH:9]=[C:10]([OH:22])[C:11]4[O:12][C@H:13]5[C:14]([CH2:16][CH2:17][C@:18]2([OH:21])[C@:5]5([C:6]=43)[CH2:4][CH2:3]1)=[O:15]. The yield is 0.900.